Dataset: Forward reaction prediction with 1.9M reactions from USPTO patents (1976-2016). Task: Predict the product of the given reaction. (1) Given the reactants C(O[C:4]([C:6]1[N:7]=[C:8]2[C:13]([Cl:14])=[CH:12][C:11]([C:15]([F:18])([F:17])[F:16])=[CH:10][N:9]2[CH:19]=1)=[O:5])C.[Cl:20][C:21]1[CH:26]=[CH:25][C:24]([O:27][CH3:28])=[CH:23][C:22]=1[S:29]([NH2:32])(=[O:31])=[O:30].[Cl-].C([Al+]CC)C.C(O)(C)C.C(O)(=O)C, predict the reaction product. The product is: [Cl:14][C:13]1[C:8]2[N:9]([CH:19]=[C:6]([C:4]([NH:32][S:29]([C:22]3[CH:23]=[C:24]([O:27][CH3:28])[CH:25]=[CH:26][C:21]=3[Cl:20])(=[O:31])=[O:30])=[O:5])[N:7]=2)[CH:10]=[C:11]([C:15]([F:16])([F:17])[F:18])[CH:12]=1. (2) The product is: [CH3:16][N:10]1[C:9]([C:3]2[CH:4]=[CH:5][CH:6]=[CH:7][CH:8]=2)=[CH:13][CH:12]=[N:11]1. Given the reactants [H-].[Na+].[C:3]1([C:9]2[CH:13]=[CH:12][NH:11][N:10]=2)[CH:8]=[CH:7][CH:6]=[CH:5][CH:4]=1.IC.[CH3:16]N1C=CC(C2C=CC=CC=2)=N1, predict the reaction product. (3) The product is: [NH:1]1[CH:5]=[C:4]([CH2:6][CH:7]2[CH2:16][C:15]3[N:14]=[C:13]([CH3:18])[CH:12]=[CH:11][C:10]=3[CH2:9][CH2:8]2)[N:3]=[CH:2]1. Given the reactants [NH:1]1[CH:5]=[C:4]([CH:6]=[C:7]2[C:16](=O)[C:15]3[N:14]=[C:13]([CH3:18])[CH:12]=[CH:11][C:10]=3[CH2:9][CH2:8]2)[N:3]=[CH:2]1.[H][H].Cl(O)(=O)(=O)=O.[OH-].[Na+], predict the reaction product. (4) Given the reactants Cl[C:2]1[CH:3]=[CH:4][C:5]2[CH2:6][N:7]([CH:19]3[CH2:21][CH2:20]3)[CH2:8][C@@H:9]([C:13]3[CH:18]=[CH:17][CH:16]=[CH:15][CH:14]=3)[O:10][C:11]=2[N:12]=1.[CH3:22][O:23][C:24]1[CH:25]=[C:26]([CH:28]=[CH:29][C:30]=1[N:31]1[CH:35]=[N:34][C:33]([CH3:36])=[N:32]1)[NH2:27], predict the reaction product. The product is: [CH:19]1([N:7]2[CH2:6][C:5]3[CH:4]=[CH:3][C:2]([NH:27][C:26]4[CH:28]=[CH:29][C:30]([N:31]5[CH:35]=[N:34][C:33]([CH3:36])=[N:32]5)=[C:24]([O:23][CH3:22])[CH:25]=4)=[N:12][C:11]=3[O:10][C@H:9]([C:13]3[CH:18]=[CH:17][CH:16]=[CH:15][CH:14]=3)[CH2:8]2)[CH2:21][CH2:20]1. (5) Given the reactants [N:1]1([C:8]([O:10][C:11]([CH3:14])([CH3:13])[CH3:12])=[O:9])[CH2:7][CH2:6][C@H:2]1[C:3]([OH:5])=[O:4].O[N:16]1[C:21](=[O:22])[CH2:20][CH2:19][C:17]1=[O:18].C(Cl)CCl, predict the reaction product. The product is: [N:1]1([C:8]([O:10][C:11]([CH3:14])([CH3:13])[CH3:12])=[O:9])[CH2:7][CH2:6][C@H:2]1[C:3]([O:5][N:16]1[C:21](=[O:22])[CH2:20][CH2:19][C:17]1=[O:18])=[O:4]. (6) Given the reactants [CH3:1][CH:2]([CH3:27])[C@H:3]([N:8]1[CH2:16][C:15]2[C:10](=[CH:11][C:12]([C:17]3[CH:22]=[CH:21][C:20]([N+:23]([O-:25])=[O:24])=[CH:19]N=3)=[CH:13][CH:14]=2)[C:9]1=[O:26])[C:4]([O:6][CH3:7])=[O:5].[CH3:28][CH:29](C)[C@H](N1CC2C(=CC(B3OC(C)(C)C(C)(C)O3)=CC=2)C1=O)C(OC)=O.BrC1C=CC([N+]([O-])=O)=CC=1C, predict the reaction product. The product is: [CH3:1][CH:2]([CH3:27])[C@H:3]([N:8]1[CH2:16][C:15]2[C:10](=[CH:11][C:12]([C:17]3[CH:22]=[CH:21][C:20]([N+:23]([O-:25])=[O:24])=[CH:19][C:28]=3[CH3:29])=[CH:13][CH:14]=2)[C:9]1=[O:26])[C:4]([O:6][CH3:7])=[O:5].